Dataset: CYP2D6 inhibition data for predicting drug metabolism from PubChem BioAssay. Task: Regression/Classification. Given a drug SMILES string, predict its absorption, distribution, metabolism, or excretion properties. Task type varies by dataset: regression for continuous measurements (e.g., permeability, clearance, half-life) or binary classification for categorical outcomes (e.g., BBB penetration, CYP inhibition). Dataset: cyp2d6_veith. (1) The result is 0 (non-inhibitor). The compound is O=C(Cn1cnc([N+](=O)[O-])n1)N/N=C/c1ccccc1O. (2) The drug is CN1CCC2=C[C@H](O)[C@@H]3OC(=O)c4cc5c(cc4[C@H]3[C@H]21)OCO5. The result is 1 (inhibitor).